Dataset: Catalyst prediction with 721,799 reactions and 888 catalyst types from USPTO. Task: Predict which catalyst facilitates the given reaction. (1) Reactant: C(OC(=O)[NH:7][C:8]1([C:14]2[N:19]=[C:18]([C:20]([NH:22][CH2:23][C:24]3[CH:29]=[CH:28][C:27]([F:30])=[CH:26][C:25]=3[S:31]([CH3:34])(=[O:33])=[O:32])=[O:21])[C:17]([OH:35])=[C:16]([OH:36])[N:15]=2)[CH2:13][CH2:12][O:11][CH2:10][CH2:9]1)(C)(C)C.[F:38][C:39]([F:44])([F:43])[C:40]([OH:42])=[O:41]. Product: [F:38][C:39]([F:44])([F:43])[C:40]([OH:42])=[O:41].[NH2:7][C:8]1([C:14]2[N:19]=[C:18]([C:20]([NH:22][CH2:23][C:24]3[CH:29]=[CH:28][C:27]([F:30])=[CH:26][C:25]=3[S:31]([CH3:34])(=[O:33])=[O:32])=[O:21])[C:17]([OH:35])=[C:16]([OH:36])[N:15]=2)[CH2:9][CH2:10][O:11][CH2:12][CH2:13]1. The catalyst class is: 4. (2) Reactant: [F:1][C:2]1[CH:3]=[C:4]([CH2:14][OH:15])[C:5]2[O:9][C:8]([C:10](=[O:12])[CH3:11])=[CH:7][C:6]=2[CH:13]=1.[CH3:16][S:17](Cl)(=[O:19])=[O:18].C(N(CC)CC)C. Product: [CH3:16][S:17]([O:15][CH2:14][C:4]1[C:5]2[O:9][C:8]([C:10](=[O:12])[CH3:11])=[CH:7][C:6]=2[CH:13]=[C:2]([F:1])[CH:3]=1)(=[O:19])=[O:18]. The catalyst class is: 4. (3) Reactant: [CH3:1][N:2]([C:4]1[CH:9]=[CH:8][C:7]([S:10][S:10][C:7]2[CH:8]=[CH:9][C:4]([N:2]([CH3:3])[CH3:1])=[CH:5][CH:6]=2)=[CH:6][CH:5]=1)[CH3:3].O.C(P(CCCC)CCCC)CCC. Product: [CH3:1][N:2]([CH3:3])[C:4]1[CH:9]=[CH:8][C:7]([SH:10])=[CH:6][CH:5]=1. The catalyst class is: 12. (4) Reactant: [N+:1]([C:4]1[CH:5]=[C:6]2[C:11](=[O:12])[NH:10][C:8](=[O:9])[C:7]2=[CH:13][CH:14]=1)([O-:3])=[O:2].[C:15]1(P(C2C=CC=CC=2)C2C=CC=CC=2)[CH:20]=CC=C[CH:16]=1.C(O)(C)C.CC(OC(/N=N/C(OC(C)C)=O)=O)C. Product: [CH:15]([N:10]1[C:11](=[O:12])[C:6]2[C:7](=[CH:13][CH:14]=[C:4]([N+:1]([O-:3])=[O:2])[CH:5]=2)[C:8]1=[O:9])([CH3:20])[CH3:16]. The catalyst class is: 375. (5) Reactant: [CH2:1]([O:6][C:7]1[CH:12]=[CH:11][C:10]([C:13]2[O:17][N:16]=[C:15]([C:18]3[CH:27]=[CH:26][C:21]([C:22]([O:24]C)=[O:23])=[CH:20][CH:19]=3)[CH:14]=2)=[CH:9][CH:8]=1)[CH2:2][CH2:3][CH2:4][CH3:5].CO.[OH-].[K+:31]. Product: [CH2:1]([O:6][C:7]1[CH:8]=[CH:9][C:10]([C:13]2[O:17][N:16]=[C:15]([C:18]3[CH:19]=[CH:20][C:21]([C:22]([O-:24])=[O:23])=[CH:26][CH:27]=3)[CH:14]=2)=[CH:11][CH:12]=1)[CH2:2][CH2:3][CH2:4][CH3:5].[K+:31]. The catalyst class is: 7.